Task: Predict the reactants needed to synthesize the given product.. Dataset: Full USPTO retrosynthesis dataset with 1.9M reactions from patents (1976-2016) (1) Given the product [Cl:1][C:2]1[CH:7]=[C:6]([CH:5]=[CH:4][C:3]=1[N:11]1[CH2:16][CH2:15][N:14]([CH:17]2[CH2:22][CH2:21][N:20]([CH3:23])[CH2:19][CH2:18]2)[CH2:13][CH2:12]1)[NH2:8], predict the reactants needed to synthesize it. The reactants are: [Cl:1][C:2]1[CH:7]=[C:6]([N+:8]([O-])=O)[CH:5]=[CH:4][C:3]=1[N:11]1[CH2:16][CH2:15][N:14]([CH:17]2[CH2:22][CH2:21][N:20]([CH3:23])[CH2:19][CH2:18]2)[CH2:13][CH2:12]1.[Cl-].[NH4+].C(O)C.O1CCCC1. (2) Given the product [OH:6][C:7]1[CH:20]=[CH:19][C:10]2[NH:11][C:12](=[O:18])[CH2:13][N:14]([CH3:17])[C:15](=[O:16])[C:9]=2[CH:8]=1, predict the reactants needed to synthesize it. The reactants are: B(Br)(Br)Br.C[O:6][C:7]1[CH:20]=[CH:19][C:10]2[NH:11][C:12](=[O:18])[CH2:13][N:14]([CH3:17])[C:15](=[O:16])[C:9]=2[CH:8]=1. (3) Given the product [O:3]1[C:8]2=[CH:9][CH:10]=[CH:11][C:7]2=[C:6]([CH:12]2[CH2:17][CH2:16][CH2:15][CH2:14][N:13]2[CH2:18][CH2:19][C@H:20]2[CH2:21][CH2:22][C@H:23]([NH:26][C:32](=[O:33])[CH2:31][S:28]([CH3:27])(=[O:30])=[O:29])[CH2:24][CH2:25]2)[CH:5]=[CH:4]1, predict the reactants needed to synthesize it. The reactants are: Cl.Cl.[O:3]1[C:8]2=[CH:9][CH:10]=[CH:11][C:7]2=[C:6]([CH:12]2[CH2:17][CH2:16][CH2:15][CH2:14][N:13]2[CH2:18][CH2:19][C@H:20]2[CH2:25][CH2:24][C@H:23]([NH2:26])[CH2:22][CH2:21]2)[CH:5]=[CH:4]1.[CH3:27][S:28]([CH2:31][C:32](O)=[O:33])(=[O:30])=[O:29]. (4) Given the product [F:32][C:19]1[CH:20]=[C:21]2[C:25](=[C:26]([F:27])[C:18]=1[NH:17][C:1](=[O:9])[C:2]1[CH:3]=[CH:4][N:5]=[CH:6][CH:7]=1)[N:24]([CH3:28])[C:23](=[O:29])[C:22]2([CH3:31])[CH3:30], predict the reactants needed to synthesize it. The reactants are: [C:1]([OH:9])(=O)[C:2]1[CH:7]=[CH:6][N:5]=[CH:4][CH:3]=1.C(N(CC)CC)C.[NH2:17][C:18]1[C:26]([F:27])=[C:25]2[C:21]([C:22]([CH3:31])([CH3:30])[C:23](=[O:29])[N:24]2[CH3:28])=[CH:20][C:19]=1[F:32]. (5) Given the product [ClH:41].[ClH:41].[NH2:7][CH2:8][CH2:9][N:10]1[C:18]2[C:17]([NH:19][C:20]3[CH:25]=[CH:24][C:23]([O:26][C:27]4[CH:32]=[CH:31][CH:30]=[C:29]([O:33][CH2:34][C:35]([F:37])([F:38])[F:36])[CH:28]=4)=[C:22]([CH3:39])[CH:21]=3)=[N:16][CH:15]=[N:14][C:13]=2[CH:12]=[CH:11]1, predict the reactants needed to synthesize it. The reactants are: C(OC(=O)[NH:7][CH2:8][CH2:9][N:10]1[C:18]2[C:17]([NH:19][C:20]3[CH:25]=[CH:24][C:23]([O:26][C:27]4[CH:32]=[CH:31][CH:30]=[C:29]([O:33][CH2:34][C:35]([F:38])([F:37])[F:36])[CH:28]=4)=[C:22]([CH3:39])[CH:21]=3)=[N:16][CH:15]=[N:14][C:13]=2[CH:12]=[CH:11]1)(C)(C)C.[ClH:41]. (6) Given the product [CH3:1][CH:2]1[N:6]([C:39](=[O:40])[CH2:38][CH2:37][C:30]2[C:31]3[C:36](=[CH:35][CH:34]=[CH:33][CH:32]=3)[NH:28][CH:29]=2)[CH2:5][C:4]2([CH2:11][CH2:10][N:9]([CH3:12])[CH2:8][CH2:7]2)[O:3]1, predict the reactants needed to synthesize it. The reactants are: [CH3:1][CH:2]1[NH:6][CH2:5][C:4]2([CH2:11][CH2:10][N:9]([CH3:12])[CH2:8][CH2:7]2)[O:3]1.C1(N=C=NC2CCCCC2)CCCCC1.[NH:28]1[C:36]2[C:31](=[CH:32][CH:33]=[CH:34][CH:35]=2)[C:30]([CH2:37][CH2:38][C:39](O)=[O:40])=[CH:29]1.